Dataset: Full USPTO retrosynthesis dataset with 1.9M reactions from patents (1976-2016). Task: Predict the reactants needed to synthesize the given product. (1) Given the product [N:25]1[CH:30]=[CH:29][CH:28]=[C:27]([CH2:31][NH:1][C:2]2[CH:3]=[C:4]([CH:17]=[CH:18][CH:19]=2)[O:5][C:6]2[C:15]3[C:10](=[CH:11][CH:12]=[CH:13][CH:14]=3)[NH:9][C:8](=[O:16])[CH:7]=2)[CH:26]=1, predict the reactants needed to synthesize it. The reactants are: [NH2:1][C:2]1[CH:3]=[C:4]([CH:17]=[CH:18][CH:19]=1)[O:5][C:6]1[C:15]2[C:10](=[CH:11][CH:12]=[CH:13][CH:14]=2)[NH:9][C:8](=[O:16])[CH:7]=1.CO.C([BH3-])#N.[N:25]1[CH:30]=[CH:29][CH:28]=[C:27]([CH:31]=O)[CH:26]=1. (2) The reactants are: C([O:3][C:4](=[O:21])[C:5]1[CH:10]=[C:9]([F:11])[C:8]([N:12]2[CH2:16][CH2:15][CH2:14][CH2:13]2)=[CH:7][C:6]=1[NH:17][CH:18]1[CH2:20][CH2:19]1)C.[OH-].[Na+]. Given the product [CH:18]1([NH:17][C:6]2[CH:7]=[C:8]([N:12]3[CH2:13][CH2:14][CH2:15][CH2:16]3)[C:9]([F:11])=[CH:10][C:5]=2[C:4]([OH:21])=[O:3])[CH2:19][CH2:20]1, predict the reactants needed to synthesize it.